Dataset: Catalyst prediction with 721,799 reactions and 888 catalyst types from USPTO. Task: Predict which catalyst facilitates the given reaction. (1) Reactant: [Cl:1][C:2]1[CH:7]=[CH:6][C:5]([S:8]([N:11]([C:15]2[C:16]([C:22]([N:24]3[CH2:29][CH:28]([CH3:30])[O:27][CH:26]([CH3:31])[CH2:25]3)=[O:23])=[N:17][CH:18]=[C:19]([Cl:21])[CH:20]=2)COC)(=[O:10])=[O:9])=[CH:4][C:3]=1[C:32]([F:35])([F:34])[F:33]. Product: [Cl:1][C:2]1[CH:7]=[CH:6][C:5]([S:8]([NH:11][C:15]2[C:16]([C:22]([N:24]3[CH2:25][CH:26]([CH3:31])[O:27][CH:28]([CH3:30])[CH2:29]3)=[O:23])=[N:17][CH:18]=[C:19]([Cl:21])[CH:20]=2)(=[O:9])=[O:10])=[CH:4][C:3]=1[C:32]([F:35])([F:34])[F:33]. The catalyst class is: 126. (2) Reactant: CO[C:3](OC)(OC)[CH2:4][CH2:5][CH2:6][CH3:7].Cl.N1C=CC=CC=1.[NH2:19][C:20]1[CH:21]=[N:22][C:23]2[C:28]([C:29]=1[NH:30][CH2:31][C:32]1([OH:38])[CH2:37][CH2:36][O:35][CH2:34][CH2:33]1)=[CH:27][CH:26]=[CH:25][CH:24]=2. Product: [CH2:4]([C:3]1[N:30]([CH2:31][C:32]2([OH:38])[CH2:37][CH2:36][O:35][CH2:34][CH2:33]2)[C:29]2[C:28]3[CH:27]=[CH:26][CH:25]=[CH:24][C:23]=3[N:22]=[CH:21][C:20]=2[N:19]=1)[CH2:5][CH2:6][CH3:7]. The catalyst class is: 11. (3) Reactant: [ClH:1].[CH3:2][N:3]([CH3:53])[S:4]([C:7]1[CH:8]=[CH:9][C:10]([CH3:52])=[C:11]([C:13]2[CH:18]=[CH:17][C:16]([CH2:19][C@H:20]([NH:34][C:35]([C@H:37]3[CH2:42][CH2:41][C@H:40]([CH2:43][NH:44]C(=O)OC(C)(C)C)[CH2:39][CH2:38]3)=[O:36])[C:21](=[O:33])[NH:22][C:23]3[CH:31]=[C:30]4[C:26]([C:27](=[O:32])[NH:28][NH:29]4)=[CH:25][CH:24]=3)=[CH:15][CH:14]=2)[CH:12]=1)(=[O:6])=[O:5]. Product: [ClH:1].[NH2:44][CH2:43][C@H:40]1[CH2:41][CH2:42][C@H:37]([C:35]([NH:34][C@@H:20]([CH2:19][C:16]2[CH:15]=[CH:14][C:13]([C:11]3[CH:12]=[C:7]([S:4](=[O:5])(=[O:6])[N:3]([CH3:2])[CH3:53])[CH:8]=[CH:9][C:10]=3[CH3:52])=[CH:18][CH:17]=2)[C:21](=[O:33])[NH:22][C:23]2[CH:31]=[C:30]3[C:26]([C:27](=[O:32])[NH:28][NH:29]3)=[CH:25][CH:24]=2)=[O:36])[CH2:38][CH2:39]1. The catalyst class is: 346. (4) Reactant: [CH3:1][C:2]1([CH3:42])[CH2:7][CH2:6][C:5]([C:8]2[C:13]([NH:14][C:15]([C:17]3[N:18](COCC[Si](C)(C)C)[CH:19]=[C:20]([C:22]#[N:23])[N:21]=3)=[O:16])=[CH:12][CH:11]=[C:10]([CH:32]3[CH2:37][C:36]([CH3:39])([CH3:38])[O:35][C:34]([CH3:41])([CH3:40])[CH2:33]3)[N:9]=2)=[CH:4][CH2:3]1. Product: [CH3:1][C:2]1([CH3:42])[CH2:7][CH2:6][C:5]([C:8]2[C:13]([NH:14][C:15]([C:17]3[NH:18][CH:19]=[C:20]([C:22]#[N:23])[N:21]=3)=[O:16])=[CH:12][CH:11]=[C:10]([CH:32]3[CH2:33][C:34]([CH3:41])([CH3:40])[O:35][C:36]([CH3:39])([CH3:38])[CH2:37]3)[N:9]=2)=[CH:4][CH2:3]1. The catalyst class is: 3. (5) Reactant: C(OC([N:8]1[CH2:13][CH2:12][C:11]([C:15]2[CH:20]=[CH:19][C:18]([Cl:21])=[CH:17][CH:16]=2)([OH:14])[CH:10]([CH3:22])[CH2:9]1)=O)(C)(C)C.FC(F)(F)C(O)=O. Product: [Cl:21][C:18]1[CH:19]=[CH:20][C:15]([C:11]2([OH:14])[CH2:12][CH2:13][NH:8][CH2:9][CH:10]2[CH3:22])=[CH:16][CH:17]=1. The catalyst class is: 4. (6) Reactant: [NH2:1][C:2]1[N:3]=[CH:4][C:5]2[CH2:11][N:10]([C:12]3[CH:13]=[C:14]([CH:18]=[CH:19][CH:20]=3)[C:15](O)=[O:16])[CH2:9][CH2:8][C:6]=2[N:7]=1.[NH2:21][C:22]1[CH:27]=[CH:26][CH:25]=[CH:24][CH:23]=1.C(N(CC)C(C)C)(C)C.CN(C(ON1N=NC2C=CC=CC1=2)=[N+](C)C)C.F[P-](F)(F)(F)(F)F. Product: [NH2:1][C:2]1[N:3]=[CH:4][C:5]2[CH2:11][N:10]([C:12]3[CH:13]=[C:14]([CH:18]=[CH:19][CH:20]=3)[C:15]([NH:21][C:22]3[CH:27]=[CH:26][CH:25]=[CH:24][CH:23]=3)=[O:16])[CH2:9][CH2:8][C:6]=2[N:7]=1. The catalyst class is: 3. (7) Reactant: [Cl:1][C:2]1[CH:7]=[CH:6][C:5]([OH:8])=[CH:4][CH:3]=1.C([Mg]Br)C.[F:13][C:14]([F:27])([F:26])[C:15]1[CH:23]=[C:22]2[C:18]([C:19](=[O:25])[C:20](=[O:24])[NH:21]2)=[CH:17][CH:16]=1. Product: [Cl:1][C:2]1[CH:7]=[CH:6][C:5]([OH:8])=[C:4]([C:19]2([OH:25])[C:18]3[C:22](=[CH:23][C:15]([C:14]([F:27])([F:13])[F:26])=[CH:16][CH:17]=3)[NH:21][C:20]2=[O:24])[CH:3]=1. The catalyst class is: 1.